This data is from Full USPTO retrosynthesis dataset with 1.9M reactions from patents (1976-2016). The task is: Predict the reactants needed to synthesize the given product. Given the product [C:15]1([NH:21][C:22](=[O:23])[O:1][CH2:2][CH2:3][N:4]2[C:5](=[O:14])[C:6]3=[CH:7][CH:8]=[CH:9][CH:10]=[C:11]3[C:12]2=[O:13])[CH:20]=[CH:19][CH:18]=[CH:17][CH:16]=1, predict the reactants needed to synthesize it. The reactants are: [OH:1][CH2:2][CH2:3][N:4]1[C:12](=[O:13])[C:11]2[C:6](=[CH:7][CH:8]=[CH:9][CH:10]=2)[C:5]1=[O:14].[C:15]1([N:21]=[C:22]=[O:23])[CH:20]=[CH:19][CH:18]=[CH:17][CH:16]=1.